Dataset: Forward reaction prediction with 1.9M reactions from USPTO patents (1976-2016). Task: Predict the product of the given reaction. (1) Given the reactants CC1C=NC(C[S+]([O-])[C:13]2[N-:14][C:15]3[CH:16]=[CH:17][C:18](OC)=[CH:19][C:20]=3[N:21]=2)=C(C)C=1OC.CC1C=NC(C[S+]([O-])[C:13]2[N-:14][C:15]3[CH:16]=[CH:17][C:18](OC)=[CH:19][C:20]=3[N:21]=2)=C(C)C=1OC.[Mg+2].O.OC1O[C@H](CO)[C@@H](O[C@@H]2O[C@H](CO)[C@H](O)[C@H](O)[C@H]2O)[C@H](O)[C@H]1O.S([O-])(OCCCCCCCCCCCC)(=O)=O.[Na+].C(OCCCCCCCCCCCCCCCCCC)(=O)/C=C/C([O-])=O.[Na+], predict the reaction product. The product is: [N:14]1[C:15]2[CH:16]=[CH:17][CH:18]=[CH:19][C:20]=2[NH:21][CH:13]=1. (2) Given the reactants C([O:3][C:4]([C:6]1[C:10]2[N:11]=[CH:12][N:13]=[C:14]([Cl:15])[C:9]=2[NH:8][CH:7]=1)=[O:5])C.O[Li].O, predict the reaction product. The product is: [Cl:15][C:14]1[C:9]2[NH:8][CH:7]=[C:6]([C:4]([OH:5])=[O:3])[C:10]=2[N:11]=[CH:12][N:13]=1. (3) The product is: [NH2:1][C:2]1[S:3][C:4]([I:19])=[C:5]([C:7]([O:9][CH2:10][CH3:11])=[O:8])[N:6]=1. Given the reactants [NH2:1][C:2]1[S:3][CH:4]=[C:5]([C:7]([O:9][CH2:10][CH3:11])=[O:8])[N:6]=1.C1C(=O)N([I:19])C(=O)C1, predict the reaction product. (4) Given the reactants [NH:1]1[C:5]2[CH:6]=[CH:7][CH:8]=[CH:9][C:4]=2[N:3]=[C:2]1[CH2:10][N:11]([CH2:22][C:23]1[CH:30]=[CH:29][C:26]([CH:27]=O)=[CH:25][CH:24]=1)[CH:12]1[C:21]2[N:20]=[CH:19][CH:18]=[CH:17][C:16]=2[CH2:15][CH2:14][CH2:13]1.[NH:31]1[CH2:36][CH2:35][O:34][CH2:33][CH2:32]1.C([BH3-])#N.[Na+], predict the reaction product. The product is: [NH:1]1[C:5]2[CH:6]=[CH:7][CH:8]=[CH:9][C:4]=2[N:3]=[C:2]1[CH2:10][N:11]([CH2:22][C:23]1[CH:30]=[CH:29][C:26]([CH2:27][N:31]2[CH2:36][CH2:35][O:34][CH2:33][CH2:32]2)=[CH:25][CH:24]=1)[CH:12]1[C:21]2[N:20]=[CH:19][CH:18]=[CH:17][C:16]=2[CH2:15][CH2:14][CH2:13]1. (5) Given the reactants [Cl:1][C:2]1[CH:7]=[C:6]([F:8])[CH:5]=[CH:4][C:3]=1/[C:9](/[CH2:39][CH3:40])=[C:10](\[C:26]1[CH:31]=[CH:30][C:29](/[CH:32]=[CH:33]/[C:34](OCC)=O)=[CH:28][CH:27]=1)/[C:11]1[CH:12]=[C:13]2[C:17](=[CH:18][CH:19]=1)[N:16]([CH:20]1[CH2:25][CH2:24][CH2:23][CH2:22][O:21]1)[N:15]=[CH:14]2.C(CP(=O)(OCC)OCC)#[N:42], predict the reaction product. The product is: [Cl:1][C:2]1[CH:7]=[C:6]([F:8])[CH:5]=[CH:4][C:3]=1/[C:9](/[CH2:39][CH3:40])=[C:10](\[C:26]1[CH:27]=[CH:28][C:29](/[CH:32]=[CH:33]/[C:34]#[N:42])=[CH:30][CH:31]=1)/[C:11]1[CH:12]=[C:13]2[C:17](=[CH:18][CH:19]=1)[N:16]([CH:20]1[CH2:25][CH2:24][CH2:23][CH2:22][O:21]1)[N:15]=[CH:14]2. (6) The product is: [Cl:1][C:2]1[S:6][C:5]([CH:7]([NH2:9])[CH3:8])=[CH:4][CH:3]=1. Given the reactants [Cl:1][C:2]1[S:6][C:5]([CH:7]([N:9]=[N+]=[N-])[CH3:8])=[CH:4][CH:3]=1.C1(P(C2C=CC=CC=2)C2C=CC=CC=2)C=CC=CC=1, predict the reaction product. (7) Given the reactants Br[C:2]1[CH:21]=[CH:20][C:5]([CH2:6][C:7]2[NH:8][CH:9]=[C:10]([C:12]3[CH:17]=[CH:16][C:15]([Cl:18])=[CH:14][C:13]=3[Cl:19])[N:11]=2)=[CH:4][CH:3]=1.[C:22]([C:26]1[CH:31]=[CH:30][C:29](B(O)O)=[CH:28][CH:27]=1)([CH3:25])([CH3:24])[CH3:23], predict the reaction product. The product is: [C:22]([C:26]1[CH:31]=[CH:30][C:29]([C:2]2[CH:21]=[CH:20][C:5]([CH2:6][C:7]3[NH:8][CH:9]=[C:10]([C:12]4[CH:17]=[CH:16][C:15]([Cl:18])=[CH:14][C:13]=4[Cl:19])[N:11]=3)=[CH:4][CH:3]=2)=[CH:28][CH:27]=1)([CH3:25])([CH3:24])[CH3:23]. (8) Given the reactants [C:1]([O:5][C:6]([N:8]1[CH2:13][CH2:12][CH:11]([CH2:14][C:15]2[CH:20]=[CH:19][C:18]([NH2:21])=[CH:17][CH:16]=2)[CH2:10][CH2:9]1)=[O:7])([CH3:4])([CH3:3])[CH3:2].Cl[CH2:23][CH2:24][O:25][CH2:26][CH2:27]Cl.C(=O)([O-])[O-].[K+].[K+].O, predict the reaction product. The product is: [C:1]([O:5][C:6]([N:8]1[CH2:13][CH2:12][CH:11]([CH2:14][C:15]2[CH:20]=[CH:19][C:18]([N:21]3[CH2:27][CH2:26][O:25][CH2:24][CH2:23]3)=[CH:17][CH:16]=2)[CH2:10][CH2:9]1)=[O:7])([CH3:4])([CH3:2])[CH3:3]. (9) Given the reactants [NH2:1][C:2]1[CH:7]=[CH:6][C:5]([CH2:8][S:9](Cl)(=[O:11])=[O:10])=[CH:4][CH:3]=1.[Cl:13][C:14]1[N:19]=[C:18](Cl)[N:17]=[CH:16][N:15]=1.CC[N:23](C(C)C)C(C)C, predict the reaction product. The product is: [Cl:13][C:14]1[N:19]=[CH:18][N:17]=[C:16]([NH:1][C:2]2[CH:7]=[CH:6][C:5]([CH2:8][S:9]([NH2:23])(=[O:11])=[O:10])=[CH:4][CH:3]=2)[N:15]=1.